From a dataset of Full USPTO retrosynthesis dataset with 1.9M reactions from patents (1976-2016). Predict the reactants needed to synthesize the given product. (1) The reactants are: Br[C:2]1[C:10]2[N:9]3[CH2:11][CH2:12][NH:13][C:14](=[O:15])[C:8]3=[C:7]([CH3:16])[C:6]=2[CH:5]=[C:4]([F:17])[CH:3]=1.[C:18]([C:22]1[CH:27]=[CH:26][C:25](B(O)O)=[CH:24][CH:23]=1)([CH3:21])([CH3:20])[CH3:19]. Given the product [C:18]([C:22]1[CH:27]=[CH:26][C:25]([C:2]2[C:10]3[N:9]4[CH2:11][CH2:12][NH:13][C:14](=[O:15])[C:8]4=[C:7]([CH3:16])[C:6]=3[CH:5]=[C:4]([F:17])[CH:3]=2)=[CH:24][CH:23]=1)([CH3:21])([CH3:20])[CH3:19], predict the reactants needed to synthesize it. (2) Given the product [CH2:1]1[C:9]2[C:4](=[CH:5][CH:6]=[CH:7][CH:8]=2)[CH:3]=[CH:2]1, predict the reactants needed to synthesize it. The reactants are: [C:1]1(=O)[C:9]2[C:4](=[CH:5][CH:6]=[CH:7][CH:8]=2)[CH2:3][CH2:2]1.[BH4-].[Na+].O1CCCC1. (3) The reactants are: Cl.[NH2:2][C:3]1[CH:12]=[CH:11][C:6]2[CH2:7][O:8][B:9]([OH:10])[C:5]=2[CH:4]=1.C(N(CC)CC)C.[F:20][C:21]1[CH:29]=[CH:28][C:24]([C:25](Cl)=[O:26])=[C:23]([C:30]([F:33])([F:32])[F:31])[CH:22]=1.Cl. Given the product [F:20][C:21]1[CH:29]=[CH:28][C:24]([C:25]([NH:2][C:3]2[CH:12]=[CH:11][C:6]3[CH2:7][O:8][B:9]([OH:10])[C:5]=3[CH:4]=2)=[O:26])=[C:23]([C:30]([F:31])([F:32])[F:33])[CH:22]=1, predict the reactants needed to synthesize it. (4) Given the product [C:1]([C:3]1[CH:8]=[CH:7][C:6]([NH:9][CH:10]([C:16]2[CH:21]=[C:20]([C:22]3[N:32]([OH:33])[C:34]([CH3:35])=[N:36][CH:23]=3)[CH:19]=[C:18]([O:24][CH2:25][CH3:26])[CH:17]=2)[C:11]([O:13][CH2:14][CH3:15])=[O:12])=[CH:5][CH:4]=1)#[N:2], predict the reactants needed to synthesize it. The reactants are: [C:1]([C:3]1[CH:8]=[CH:7][C:6]([NH:9][CH:10]([C:16]2[CH:21]=[C:20]([CH:22]=[CH2:23])[CH:19]=[C:18]([O:24][CH2:25][CH3:26])[CH:17]=2)[C:11]([O:13][CH2:14][CH3:15])=[O:12])=[CH:5][CH:4]=1)#[N:2].[B-](F)(F)(F)F.[N:32]#[O+:33].[C:34](#[N:36])[CH3:35]. (5) The reactants are: [CH:1]1([CH2:7][CH2:8][O:9][C:10]2[CH:11]=[CH:12][C:13]([CH2:16][O:17]C(=O)C)=[N:14][CH:15]=2)[CH2:6][CH2:5][CH2:4][CH2:3][CH2:2]1.[OH-].[Na+].Cl. Given the product [CH:1]1([CH2:7][CH2:8][O:9][C:10]2[CH:11]=[CH:12][C:13]([CH2:16][OH:17])=[N:14][CH:15]=2)[CH2:6][CH2:5][CH2:4][CH2:3][CH2:2]1, predict the reactants needed to synthesize it. (6) Given the product [Br:6][C:7]12[CH:17]3[O:18][CH:15]3[CH2:16][O:19][CH2:1][CH:3]3[O:5][CH:4]3[C:9](=[C:10]([CH:12]=[CH:13]1)[OH:11])[CH:8]2[OH:14], predict the reactants needed to synthesize it. The reactants are: [CH2:1]([CH:3]1[O:5][CH2:4]1)Cl.[Br:6][C:7]1[CH:13]=[CH:12][C:10]([OH:11])=[CH:9][C:8]=1[OH:14].[CH:15]([OH:18])([CH3:17])[CH3:16].[OH-:19].[Na+]. (7) Given the product [CH:1]1([CH2:5][C:6]2[N:9]=[C:10]([C:11]([O:13][CH2:14][CH3:15])=[O:12])[S:16][CH:7]=2)[CH2:4][CH2:3][CH2:2]1, predict the reactants needed to synthesize it. The reactants are: [CH:1]1([CH2:5][C:6](=O)[CH3:7])[CH2:4][CH2:3][CH2:2]1.[NH2:9][C:10](=[S:16])[C:11]([O:13][CH2:14][CH3:15])=[O:12].O. (8) The reactants are: [CH3:1][C:2]([C@:4]12[CH2:13][C@@:12]3([CH3:14])[C@:8]([CH3:15])([C@@H:9]1[CH2:10][CH2:11]3)[CH2:7][CH2:6][CH2:5]2)=[CH2:3].C(O)(=O)C1C(=CC=CC=1)[OH:19]. Given the product [CH3:14][C@:12]12[CH2:13][C@@:4]3([C:2]([CH2:1][OH:19])=[CH2:3])[CH:9]([C:8]1([CH3:15])[CH2:7][CH2:6][CH2:5]3)[CH2:10][CH2:11]2, predict the reactants needed to synthesize it. (9) Given the product [NH2:18][C:5]1[C:4]([N+:1]([O-:3])=[O:2])=[CH:14][CH:13]=[CH:12][C:6]=1[C:7]([OH:9])=[O:8], predict the reactants needed to synthesize it. The reactants are: [N+:1]([C:4]1[CH:14]=[CH:13][CH:12]=[C:6]2[C:7]([O:9]C(=O)[C:5]=12)=[O:8])([O-:3])=[O:2].[OH-].[NH4+].C(C1C([N+]([O-])=O)=CC=CC=1C(O)=O)(=O)[NH2:18].[K].Br[O-].[K+].